Dataset: Full USPTO retrosynthesis dataset with 1.9M reactions from patents (1976-2016). Task: Predict the reactants needed to synthesize the given product. Given the product [O:35]=[C:34]1[NH:2][CH:3]([C:4]2[CH:11]=[CH:10][C:7]([C:8]#[N:9])=[CH:6][C:5]=2[S:12]([CH3:15])(=[O:14])=[O:13])[C:16]2[C:21](=[O:22])[CH2:20][CH2:19][CH2:18][C:17]=2[N:23]1[C:24]1[CH:29]=[CH:28][CH:27]=[C:26]([C:30]([F:33])([F:31])[F:32])[CH:25]=1, predict the reactants needed to synthesize it. The reactants are: Cl.[NH2:2][CH:3]([C:16]1[C:21](=[O:22])[CH2:20][CH2:19][CH2:18][C:17]=1[NH:23][C:24]1[CH:29]=[CH:28][CH:27]=[C:26]([C:30]([F:33])([F:32])[F:31])[CH:25]=1)[C:4]1[CH:11]=[CH:10][C:7]([C:8]#[N:9])=[CH:6][C:5]=1[S:12]([CH3:15])(=[O:14])=[O:13].[C:34](N1C=CN=C1)(N1C=CN=C1)=[O:35].C(N(CC)CC)C.